Dataset: NCI-60 drug combinations with 297,098 pairs across 59 cell lines. Task: Regression. Given two drug SMILES strings and cell line genomic features, predict the synergy score measuring deviation from expected non-interaction effect. (1) Drug 1: CC1C(C(CC(O1)OC2CC(CC3=C2C(=C4C(=C3O)C(=O)C5=C(C4=O)C(=CC=C5)OC)O)(C(=O)CO)O)N)O.Cl. Drug 2: CC1C(C(CC(O1)OC2CC(CC3=C2C(=C4C(=C3O)C(=O)C5=CC=CC=C5C4=O)O)(C(=O)C)O)N)O. Cell line: HOP-62. Synergy scores: CSS=48.6, Synergy_ZIP=-6.83, Synergy_Bliss=-7.09, Synergy_Loewe=-9.44, Synergy_HSA=-3.31. (2) Drug 1: CC1=C(C=C(C=C1)NC2=NC=CC(=N2)N(C)C3=CC4=NN(C(=C4C=C3)C)C)S(=O)(=O)N.Cl. Drug 2: CC(C)(C#N)C1=CC(=CC(=C1)CN2C=NC=N2)C(C)(C)C#N. Cell line: DU-145. Synergy scores: CSS=-1.18, Synergy_ZIP=1.20, Synergy_Bliss=0.0935, Synergy_Loewe=-0.444, Synergy_HSA=-1.36. (3) Synergy scores: CSS=-8.16, Synergy_ZIP=6.39, Synergy_Bliss=6.87, Synergy_Loewe=-5.89, Synergy_HSA=-5.89. Cell line: A549. Drug 2: CCCCCOC(=O)NC1=NC(=O)N(C=C1F)C2C(C(C(O2)C)O)O. Drug 1: CC(C)(C#N)C1=CC(=CC(=C1)CN2C=NC=N2)C(C)(C)C#N.